Task: Predict the reaction yield, written as a fraction of the theoretical maximum amount of product (1.0 means a 100% yield; for example, 0.34 means a 34% yield).. Dataset: Reaction yield outcomes from USPTO patents with 853,638 reactions (1) The reactants are [O:1]=[C:2]1[N:6]([C:7]([O:9][C:10]([CH3:13])([CH3:12])[CH3:11])=[O:8])[C@@H:5]([C:14]([O:16][CH3:17])=[O:15])[CH2:4][CH2:3]1.[CH3:18][Mg+].[Br-]. The catalyst is C1COCC1. The product is [C:10]([O:9][C:7]([NH:6][C@H:5]([CH2:4][CH2:3][C:2](=[O:1])[CH3:18])[C:14]([O:16][CH3:17])=[O:15])=[O:8])([CH3:13])([CH3:12])[CH3:11]. The yield is 0.840. (2) The reactants are [I-].[CH3:2][S+](C)(C)=O.[H-].[Na+].[Br:9][C:10]1[N:15]=[CH:14][C:13](/[CH:16]=[CH:17]/[C:18]([O:20][CH2:21][CH3:22])=[O:19])=[CH:12][CH:11]=1. The catalyst is CS(C)=O. The product is [CH2:21]([O:20][C:18]([C@@H:17]1[CH2:2][C@H:16]1[C:13]1[CH:14]=[N:15][C:10]([Br:9])=[CH:11][CH:12]=1)=[O:19])[CH3:22]. The yield is 0.470. (3) The reactants are [NH2:1][C:2]1[CH:7]=[CH:6][CH:5]=[C:4]([CH3:8])[N:3]=1.[CH:9](=O)[CH3:10].C(O[BH-](OC(=O)C)OC(=O)C)(=O)C.[Na+]. The catalyst is CO.C(O)(=O)C. The product is [CH2:9]([NH:1][C:2]1[CH:7]=[CH:6][CH:5]=[C:4]([CH3:8])[N:3]=1)[CH3:10]. The yield is 0.510. (4) The reactants are C[O:2][C:3]([C:5]1[CH:13]=[C:12]2[C:8]([C:9]([CH:32]3[CH2:37][CH2:36][CH2:35][CH2:34][CH2:33]3)=[C:10]([C:23]3[CH:28]=[CH:27][C:26]([NH2:29])=[C:25]([CH:30]=O)[CH:24]=3)[N:11]2[CH2:14][C:15]([N:17]2[CH2:22][CH2:21][O:20][CH2:19][CH2:18]2)=[O:16])=[CH:7][CH:6]=1)=[O:4].[CH3:38][C:39]1[N:40]=[C:41]([C:47]([F:50])([F:49])[F:48])[S:42][C:43]=1[C:44](=O)[CH3:45]. No catalyst specified. The product is [CH:32]1([C:9]2[C:8]3[C:12](=[CH:13][C:5]([C:3]([OH:4])=[O:2])=[CH:6][CH:7]=3)[N:11]([CH2:14][C:15]([N:17]3[CH2:18][CH2:19][O:20][CH2:21][CH2:22]3)=[O:16])[C:10]=2[C:23]2[CH:24]=[C:25]3[C:26](=[CH:27][CH:28]=2)[N:29]=[C:44]([C:43]2[S:42][C:41]([C:47]([F:50])([F:49])[F:48])=[N:40][C:39]=2[CH3:38])[CH:45]=[CH:30]3)[CH2:37][CH2:36][CH2:35][CH2:34][CH2:33]1. The yield is 0.250. (5) The yield is 0.470. The reactants are [C:1]1([CH3:17])[CH:6]=[CH:5][C:4]([C:7]2[O:8][C:9]3[CH:15]=[CH:14][C:13]([NH2:16])=[CH:12][C:10]=3[N:11]=2)=[CH:3][CH:2]=1.C(O)(=O)C.[CH:22](=O)[C:23]1[CH:28]=[CH:27][N:26]=[CH:25][CH:24]=1.C(O[BH-](OC(=O)C)OC(=O)C)(=O)C.[Na+]. The catalyst is ClCCCl.ClCCl. The product is [N:26]1[CH:27]=[CH:28][C:23]([CH2:22][NH:16][C:13]2[CH:14]=[CH:15][C:9]3[O:8][C:7]([C:4]4[CH:3]=[CH:2][C:1]([CH3:17])=[CH:6][CH:5]=4)=[N:11][C:10]=3[CH:12]=2)=[CH:24][CH:25]=1. (6) The reactants are [CH3:1][O:2][C:3]1[CH:8]=[CH:7][CH:6]=[C:5]([CH3:9])[C:4]=1[NH2:10].[Br:11]Br. The catalyst is CO.C(O)(=O)C. The product is [Br:11][C:7]1[CH:6]=[C:5]([CH3:9])[C:4]([NH2:10])=[C:3]([O:2][CH3:1])[CH:8]=1. The yield is 0.870.